Dataset: Forward reaction prediction with 1.9M reactions from USPTO patents (1976-2016). Task: Predict the product of the given reaction. (1) Given the reactants [OH-].[Na+].C([O:5][C:6](=O)/[C:7](=[CH:22]/[C:23]1[CH:28]=[CH:27][C:26]([N:29]2[CH:33]=[C:32]([CH3:34])[N:31]=[CH:30]2)=[C:25]([O:35][CH3:36])[CH:24]=1)/[CH2:8][CH2:9][CH2:10][NH:11][CH:12]1[C:21]2[C:16](=[CH:17][CH:18]=[CH:19][CH:20]=2)[O:15][CH2:14][CH2:13]1)C.Cl, predict the reaction product. The product is: [O:15]1[C:16]2[C:21](=[CH:20][CH:19]=[CH:18][CH:17]=2)[CH:12]([N:11]2[CH2:10][CH2:9][CH2:8]/[C:7](=[CH:22]\[C:23]3[CH:28]=[CH:27][C:26]([N:29]4[CH:33]=[C:32]([CH3:34])[N:31]=[CH:30]4)=[C:25]([O:35][CH3:36])[CH:24]=3)/[C:6]2=[O:5])[CH2:13][CH2:14]1. (2) Given the reactants [CH3:1][CH:2]1[C:7](=[O:8])[N:6]([C:9]2[CH:14]=[CH:13][CH:12]=[CH:11][CH:10]=2)[C:5]2[CH:15]=[N:16][C:17]([NH:19][C:20]3[CH:21]=[C:22]4[C:26](=[CH:27][CH:28]=3)[N:25](C3CCCCO3)[N:24]=[CH:23]4)=[CH:18][C:4]=2[N:3]1[CH2:35][CH2:36][CH:37]([CH3:39])[CH3:38].Cl.ClCCl, predict the reaction product. The product is: [NH:25]1[C:26]2[C:22](=[CH:21][C:20]([NH:19][C:17]3[N:16]=[CH:15][C:5]4[N:6]([C:9]5[CH:10]=[CH:11][CH:12]=[CH:13][CH:14]=5)[C:7](=[O:8])[CH:2]([CH3:1])[N:3]([CH2:35][CH2:36][CH:37]([CH3:38])[CH3:39])[C:4]=4[CH:18]=3)=[CH:28][CH:27]=2)[CH:23]=[N:24]1. (3) Given the reactants [OH:1][C:2]1[CH:3]=[C:4]([C:8]2[N:17]=[C:16]([NH:18][C:19]3[CH:20]=[C:21]4[C:25](=[CH:26][CH:27]=3)[N:24]([C:28]([O:30][C:31]([CH3:34])([CH3:33])[CH3:32])=[O:29])[N:23]=[CH:22]4)[C:15]3[C:10](=[CH:11][CH:12]=[CH:13][CH:14]=3)[N:9]=2)[CH:5]=[CH:6][CH:7]=1.Cl[CH2:36][C:37]([O:39][CH:40]([CH3:42])[CH3:41])=[O:38].C([O-])([O-])=O.[K+].[K+], predict the reaction product. The product is: [CH:40]([O:39][C:37](=[O:38])[CH2:36][O:1][C:2]1[CH:3]=[C:4]([C:8]2[N:17]=[C:16]([NH:18][C:19]3[CH:20]=[C:21]4[C:25](=[CH:26][CH:27]=3)[N:24]([C:28]([O:30][C:31]([CH3:34])([CH3:33])[CH3:32])=[O:29])[N:23]=[CH:22]4)[C:15]3[C:10](=[CH:11][CH:12]=[CH:13][CH:14]=3)[N:9]=2)[CH:5]=[CH:6][CH:7]=1)([CH3:42])[CH3:41]. (4) Given the reactants [CH:1]1[C:13]2[NH:12][C:11]3[C:6](=[CH:7][CH:8]=[CH:9][CH:10]=3)[C:5]=2[CH:4]=[C:3]([C:14]([O:16]CC)=[O:15])[N:2]=1.[OH-].[Na+].C(O)C, predict the reaction product. The product is: [CH:1]1[C:13]2[NH:12][C:11]3[C:6](=[CH:7][CH:8]=[CH:9][CH:10]=3)[C:5]=2[CH:4]=[C:3]([C:14]([OH:16])=[O:15])[N:2]=1. (5) Given the reactants [F:1][C:2]1[C:3]([F:25])=[C:4]2[O:9][CH2:8][C:7]3([CH2:13][CH2:12][O:11][CH2:10]3)[N:6]3[CH:14]=[C:15]([C:20]([O:22][CH2:23][CH3:24])=[O:21])[C:16](=[O:19])[C:17]([CH:18]=1)=[C:5]23.[N+:26]([O-])([O-:28])=[O:27].[K+], predict the reaction product. The product is: [F:1][C:2]1[C:3]([F:25])=[C:4]2[O:9][CH2:8][C:7]3([CH2:13][CH2:12][O:11][CH2:10]3)[N:6]3[CH:14]=[C:15]([C:20]([O:22][CH2:23][CH3:24])=[O:21])[C:16](=[O:19])[C:17]([C:18]=1[N+:26]([O-:28])=[O:27])=[C:5]23. (6) Given the reactants [CH2:1](/[C:3](/[C:11]1[CH:16]=[CH:15][C:14]([C:17]([C:22]2[CH:27]=[CH:26][C:25]([O:28]C(=O)C(C)(C)C)=[C:24]([CH3:35])[CH:23]=2)([CH2:20][CH3:21])[CH2:18][CH3:19])=[CH:13][C:12]=1[CH3:36])=[CH:4]\[C:5]([CH2:9][CH3:10])([OH:8])[CH2:6][CH3:7])[CH3:2].[OH-].[K+].[NH4+].[Cl-], predict the reaction product. The product is: [CH2:1](/[C:3](/[C:11]1[CH:16]=[CH:15][C:14]([C:17]([C:22]2[CH:27]=[CH:26][C:25]([OH:28])=[C:24]([CH3:35])[CH:23]=2)([CH2:18][CH3:19])[CH2:20][CH3:21])=[CH:13][C:12]=1[CH3:36])=[CH:4]\[C:5]([CH2:9][CH3:10])([OH:8])[CH2:6][CH3:7])[CH3:2]. (7) The product is: [I:22][C:19]1[CH:18]=[C:3]2[C:2](=[CH:21][CH:20]=1)[NH:1][C:23](=[O:24])[N:6]([CH2:7][C:8]1[CH:17]=[CH:16][C:11]([C:12]([O:14][CH3:15])=[O:13])=[CH:10][CH:9]=1)[C:4]2=[O:5]. Given the reactants [NH2:1][C:2]1[CH:21]=[CH:20][C:19]([I:22])=[CH:18][C:3]=1[C:4]([NH:6][CH2:7][C:8]1[CH:17]=[CH:16][C:11]([C:12]([O:14][CH3:15])=[O:13])=[CH:10][CH:9]=1)=[O:5].[C:23](N1C=CN=C1)(N1C=CN=C1)=[O:24], predict the reaction product.